This data is from Forward reaction prediction with 1.9M reactions from USPTO patents (1976-2016). The task is: Predict the product of the given reaction. (1) The product is: [N:20]1[CH:21]=[CH:22][CH:23]=[C:18]([C:2]2([OH:1])[CH2:3][CH2:4][NH:5][CH2:6][CH2:7]2)[CH:19]=1. Given the reactants [OH:1][C:2]1([C:18]2[CH:19]=[N:20][CH:21]=[CH:22][CH:23]=2)[CH2:7][CH2:6][N:5](C(OCC2C=CC=CC=2)=O)[CH2:4][CH2:3]1.[H][H], predict the reaction product. (2) Given the reactants C([Li])CCC.[C:6]1([N:12]2[CH:16]=[CH:15][N:14]=[CH:13]2)[CH:11]=[CH:10][CH:9]=[CH:8][CH:7]=1.C[O:18][C:19](=[O:44])[C:20]1[CH:25]=[C:24]([C:26](=[O:42])[C:27]2[CH:32]=[CH:31][C:30]([N:33]([C:35]3[CH:40]=[CH:39][C:38]([Cl:41])=[CH:37][CH:36]=3)[CH3:34])=[CH:29][N:28]=2)[CH:23]=[CH:22][C:21]=1I, predict the reaction product. The product is: [Cl:41][C:38]1[CH:39]=[CH:40][C:35]([N:33]([CH3:34])[C:30]2[CH:31]=[CH:32][C:27]([C:26]([C:24]3[CH:23]=[CH:22][C:21]([C:13]4[N:12]([C:6]5[CH:7]=[CH:8][CH:9]=[CH:10][CH:11]=5)[CH:16]=[CH:15][N:14]=4)=[C:20]([CH:25]=3)[C:19]([OH:44])=[O:18])=[O:42])=[N:28][CH:29]=2)=[CH:36][CH:37]=1. (3) Given the reactants [F:1][C:2]1[CH:3]=[C:4]([N:8]2[C@@:12]3([CH2:17][CH2:16][N:15]([C:18]([O:20][CH2:21][C:22]4[CH:27]=[CH:26][CH:25]=[CH:24][CH:23]=4)=[O:19])[C@@H:14]([CH3:28])[CH2:13]3)[C:11](=[NH:29])[NH:10][C:9]2=[O:30])[CH:5]=[CH:6][CH:7]=1.[CH3:31]N, predict the reaction product. The product is: [F:1][C:2]1[CH:3]=[C:4]([N:8]2[C@@:12]3([CH2:17][CH2:16][N:15]([C:18]([O:20][CH2:21][C:22]4[CH:23]=[CH:24][CH:25]=[CH:26][CH:27]=4)=[O:19])[C@@H:14]([CH3:28])[CH2:13]3)[C:11]([NH:29][CH3:31])=[N:10][C:9]2=[O:30])[CH:5]=[CH:6][CH:7]=1. (4) Given the reactants [NH2:1][N:2]1[CH2:6][C:5](=[O:7])[N:4]([C:8]2[CH:13]=[CH:12][C:11]([C:14]([OH:16])=[O:15])=[CH:10][CH:9]=2)[C:3]1=[S:17].[CH3:18][C:19]1[CH:20]=[C:21]([N:26]2[C:30]([OH:31])=[C:29]([CH:32]=O)[C:28]([CH3:34])=[N:27]2)[CH:22]=[CH:23][C:24]=1[CH3:25].C(O)C, predict the reaction product. The product is: [C:14]([C:11]1[CH:10]=[CH:9][C:8]([N:4]2[C:5](=[O:7])[CH2:6][N:2]([N:1]=[CH:32][C:29]3[C:28]([CH3:34])=[N:27][N:26]([C:21]4[CH:22]=[CH:23][C:24]([CH3:25])=[C:19]([CH3:18])[CH:20]=4)[C:30]=3[OH:31])[C:3]2=[S:17])=[CH:13][CH:12]=1)([OH:16])=[O:15]. (5) Given the reactants [C:1]([C:3]1[CH:4]=[C:5]2[C:10](=[CH:11][C:12]=1[O:13][CH2:14][CH:15]1[CH2:20][CH2:19][N:18](OC(OC(C)(C)C)=O)[CH2:17][CH2:16]1)[N:9]=[CH:8][CH:7]=[C:6]2[O:29][C:30]1[CH:31]=[C:32]2[C:36](=[CH:37][CH:38]=1)[N:35]([C:39](=[O:43])[NH:40][CH2:41][CH3:42])[CH:34]=[CH:33]2)#[N:2].O, predict the reaction product. The product is: [C:1]([C:3]1[CH:4]=[C:5]2[C:10](=[CH:11][C:12]=1[O:13][CH2:14][CH:15]1[CH2:20][CH2:19][NH:18][CH2:17][CH2:16]1)[N:9]=[CH:8][CH:7]=[C:6]2[O:29][C:30]1[CH:31]=[C:32]2[C:36](=[CH:37][CH:38]=1)[N:35]([C:39](=[O:43])[NH:40][CH2:41][CH3:42])[CH:34]=[CH:33]2)#[N:2]. (6) The product is: [ClH:47].[CH3:41][S:38]([N:12]([C:13]1[CH:18]=[CH:17][CH:16]=[C:15]([C:19]2[C:28]3[C:23](=[CH:24][C:25]([O:34][CH3:35])=[C:26]4[O:31][C:30]([CH3:33])([CH3:32])[CH2:29][C:27]4=3)[CH2:22][C:21]([CH3:37])([CH3:36])[N:20]=2)[CH:14]=1)[CH2:11][CH2:10][CH2:9][S:6]([NH2:5])(=[O:8])=[O:7])(=[O:39])=[O:40]. Given the reactants CN(C=[N:5][S:6]([CH2:9][CH2:10][CH2:11][N:12]([S:38]([CH3:41])(=[O:40])=[O:39])[C:13]1[CH:18]=[CH:17][CH:16]=[C:15]([C:19]2[C:28]3[C:23](=[CH:24][C:25]([O:34][CH3:35])=[C:26]4[O:31][C:30]([CH3:33])([CH3:32])[CH2:29][C:27]4=3)[CH2:22][C:21]([CH3:37])([CH3:36])[N:20]=2)[CH:14]=1)(=[O:8])=[O:7])C.C(=O)([O-])O.[Na+].[ClH:47], predict the reaction product. (7) Given the reactants [CH:1]1([CH2:4][O:5][C:6]2[N:11]=[C:10]([C:12]([OH:14])=O)[CH:9]=[CH:8][C:7]=2[N:15]2[CH2:18][C:17]([F:20])([F:19])[CH2:16]2)[CH2:3][CH2:2]1.Cl.[F:22][C:23]1([CH3:27])[CH2:26][NH:25][CH2:24]1, predict the reaction product. The product is: [CH:1]1([CH2:4][O:5][C:6]2[N:11]=[C:10]([C:12]([N:25]3[CH2:26][C:23]([F:22])([CH3:27])[CH2:24]3)=[O:14])[CH:9]=[CH:8][C:7]=2[N:15]2[CH2:18][C:17]([F:20])([F:19])[CH2:16]2)[CH2:2][CH2:3]1. (8) Given the reactants Br[C:2]1[CH:3]=[C:4]2[C:8](=[C:9]([C:11]([NH2:13])=[O:12])[CH:10]=1)[NH:7][CH:6]=[C:5]2[CH:14]1[CH2:19][CH2:18][S:17](=[O:21])(=[O:20])[C:16]([CH3:23])([CH3:22])[CH2:15]1.[O:24]1[CH2:29][CH2:28]O[CH2:26][CH2:25]1.O1C=CC(B(O)O)=C1.C([O-])([O-])=O.[K+].[K+], predict the reaction product. The product is: [CH3:22][C:16]1([CH3:23])[CH2:15][CH:14]([C:5]2[C:4]3[C:8](=[C:9]([C:11]([NH2:13])=[O:12])[CH:10]=[C:2]([C:26]4[CH:28]=[CH:29][O:24][CH:25]=4)[CH:3]=3)[NH:7][CH:6]=2)[CH2:19][CH2:18][S:17]1(=[O:21])=[O:20]. (9) Given the reactants CO[C:3]([CH:5]1[C:13]2[C:8](=[CH:9][CH:10]=[C:11]([C:14]3([CH3:19])[O:18]CCO3)[CH:12]=2)[N:7]([CH3:20])[C:6]1=[O:21])=[O:4].[NH2:22][C:23]1[CH:24]=[C:25]([CH:35]=[CH:36][CH:37]=1)[C:26]([NH:28][C:29]1[CH:34]=[CH:33][CH:32]=[CH:31][CH:30]=1)=[O:27], predict the reaction product. The product is: [C:29]1([NH:28][C:26]([C:25]2[CH:24]=[C:23]([NH:22][C:3]([CH:5]3[C:13]4[C:8](=[CH:9][CH:10]=[C:11]([C:14](=[O:18])[CH3:19])[CH:12]=4)[N:7]([CH3:20])[C:6]3=[O:21])=[O:4])[CH:37]=[CH:36][CH:35]=2)=[O:27])[CH:34]=[CH:33][CH:32]=[CH:31][CH:30]=1.